From a dataset of Reaction yield outcomes from USPTO patents with 853,638 reactions. Predict the reaction yield, written as a fraction of the theoretical maximum amount of product (1.0 means a 100% yield; for example, 0.34 means a 34% yield). The reactants are [CH2:1]([OH:8])[C:2]1[CH:7]=[CH:6][CH:5]=[CH:4][CH:3]=1.Cl[S:10]([N:13]=[C:14]=[O:15])(=[O:12])=[O:11].[CH3:16][O:17][CH2:18][CH2:19][CH2:20][NH2:21].Cl. The catalyst is ClCCl.C(OCC)(=O)C.N1C=CC=CC=1. The product is [CH3:16][O:17][CH2:18][CH2:19][CH2:20][NH:21][S:10]([NH:13][C:14](=[O:15])[O:8][CH2:1][C:2]1[CH:7]=[CH:6][CH:5]=[CH:4][CH:3]=1)(=[O:12])=[O:11]. The yield is 0.130.